Dataset: Forward reaction prediction with 1.9M reactions from USPTO patents (1976-2016). Task: Predict the product of the given reaction. (1) The product is: [C:24]([C:28]1[CH:33]=[C:32]([C:2]2[N:6]([CH2:7][CH:8]3[CH2:13][CH2:12][CH2:11][CH2:10][CH2:9]3)[C:5]([CH3:14])=[C:4]([C:15]([NH:17][CH:18]3[CH2:23][CH2:22][O:21][CH2:20][CH2:19]3)=[O:16])[CH:3]=2)[CH:31]=[CH:30][C:29]=1[OH:43])([CH3:27])([CH3:25])[CH3:26]. Given the reactants Br[C:2]1[N:6]([CH2:7][CH:8]2[CH2:13][CH2:12][CH2:11][CH2:10][CH2:9]2)[C:5]([CH3:14])=[C:4]([C:15]([NH:17][CH:18]2[CH2:23][CH2:22][O:21][CH2:20][CH2:19]2)=[O:16])[CH:3]=1.[C:24]([C:28]1[CH:33]=[C:32](B2OC(C)(C)C(C)(C)O2)[CH:31]=[CH:30][C:29]=1[OH:43])([CH3:27])([CH3:26])[CH3:25].C([O-])([O-])=O.[Cs+].[Cs+], predict the reaction product. (2) Given the reactants [O:1]=[C:2]1[C@H:13]([CH2:14][C:15]([O:17]C(C)(C)C)=[O:16])[CH2:12][CH2:11][CH2:10][CH2:9][CH2:8][C:7](=[O:22])[O:6][C@H:5]([C:23]2[CH:28]=[CH:27][CH:26]=[CH:25][CH:24]=2)[CH2:4][NH:3]1.FC(F)(F)C(O)=O, predict the reaction product. The product is: [O:1]=[C:2]1[C@H:13]([CH2:14][C:15]([OH:17])=[O:16])[CH2:12][CH2:11][CH2:10][CH2:9][CH2:8][C:7](=[O:22])[O:6][C@H:5]([C:23]2[CH:28]=[CH:27][CH:26]=[CH:25][CH:24]=2)[CH2:4][NH:3]1. (3) The product is: [N:30]1[CH:31]=[CH:32][CH:33]=[CH:34][C:29]=1[CH2:28][NH:8][CH2:9][C:10]1[CH:11]=[CH:12][C:13]([CH2:16][N:17]([CH:44]2[CH2:45][CH2:46][NH:42][CH2:43]2)[CH:18]2[C:27]3[N:26]=[CH:25][CH:24]=[CH:23][C:22]=3[CH2:21][CH2:20][CH2:19]2)=[CH:14][CH:15]=1. Given the reactants C(OC([N:8]([CH2:28][C:29]1[CH:34]=[CH:33][CH:32]=[CH:31][N:30]=1)[CH2:9][C:10]1[CH:15]=[CH:14][C:13]([CH2:16][NH:17][CH:18]2[C:27]3[N:26]=[CH:25][CH:24]=[CH:23][C:22]=3[CH2:21][CH2:20][CH2:19]2)=[CH:12][CH:11]=1)=O)(C)(C)C.C([N:42]1[CH2:46][CH2:45][C:44](=O)[CH2:43]1)(OC(C)(C)C)=O.COC(OC)OC.C([BH3-])#N.[Na+], predict the reaction product. (4) Given the reactants [F:1][C:2]1[CH:7]=[CH:6][CH:5]=[CH:4][C:3]=1[C:8]1[C:16]2[C:11](=[N:12][CH:13]=[C:14]([C:17]3[CH:18]=[C:19]([C:23]([N:25]4[CH2:30][CH2:29][O:28][CH2:27][CH2:26]4)=[O:24])[CH:20]=[CH:21][CH:22]=3)[CH:15]=2)[N:10](S(C2C=CC(C)=CC=2)(=O)=O)[CH:9]=1.[OH-].[K+], predict the reaction product. The product is: [F:1][C:2]1[CH:7]=[CH:6][CH:5]=[CH:4][C:3]=1[C:8]1[C:16]2[C:11](=[N:12][CH:13]=[C:14]([C:17]3[CH:18]=[C:19]([C:23]([N:25]4[CH2:30][CH2:29][O:28][CH2:27][CH2:26]4)=[O:24])[CH:20]=[CH:21][CH:22]=3)[CH:15]=2)[NH:10][CH:9]=1. (5) Given the reactants [CH3:1][O:2][C:3]1[CH:8]=[CH:7][C:6]([N:9]2[CH:13]=[CH:12][C:11](NCC(OC)=O)=[N:10]2)=[CH:5][CH:4]=1.C(N(CC)CC)C.ClC([O:30][CH2:31][CH:32](C)[CH3:33])=O.[BH4-].[Na+], predict the reaction product. The product is: [CH3:1][O:2][C:3]1[CH:4]=[CH:5][C:6]([N:9]2[CH:13]=[CH:12][C:11](/[CH:33]=[CH:32]/[CH2:31][OH:30])=[N:10]2)=[CH:7][CH:8]=1. (6) Given the reactants [CH:1]1([CH2:4][CH2:5][N:6]2[C:11](=[O:12])[CH2:10][C:9](=[O:13])[N:8]([C:14]3[CH:19]=[CH:18][C:17]([C:20]4[S:21][CH:22]=[CH:23][CH:24]=4)=[CH:16][CH:15]=3)[C:7]2=[O:25])[CH2:3][CH2:2]1.C(N(C(C)C)CC)(C)C.[N:35]([CH2:38][C:39]([O:41]CC)=[O:40])=[C:36]=[O:37], predict the reaction product. The product is: [CH:1]1([CH2:4][CH2:5][N:6]2[C:11](=[O:12])[C:10]([C:36]([NH:35][CH2:38][C:39]([OH:41])=[O:40])=[O:37])=[C:9]([OH:13])[N:8]([C:14]3[CH:19]=[CH:18][C:17]([C:20]4[S:21][CH:22]=[CH:23][CH:24]=4)=[CH:16][CH:15]=3)[C:7]2=[O:25])[CH2:3][CH2:2]1. (7) Given the reactants C[O:2][C:3](=[O:31])[C:4]1[CH:9]=[CH:8][C:7]([CH:10]=[CH:11][CH:12]([C:18]2[CH:27]=[C:26]3[C:21]([C:22]([CH3:30])([CH3:29])[CH2:23][CH2:24][N:25]3[CH3:28])=[CH:20][CH:19]=2)[CH2:13][CH2:14][CH2:15][CH2:16][CH3:17])=[CH:6][CH:5]=1.O.[OH-].[Li+].Cl, predict the reaction product. The product is: [CH3:28][N:25]1[C:26]2[C:21](=[CH:20][CH:19]=[C:18]([CH:12]([CH2:13][CH2:14][CH2:15][CH2:16][CH3:17])[CH:11]=[CH:10][C:7]3[CH:6]=[CH:5][C:4]([C:3]([OH:31])=[O:2])=[CH:9][CH:8]=3)[CH:27]=2)[C:22]([CH3:29])([CH3:30])[CH2:23][CH2:24]1.